Dataset: Catalyst prediction with 721,799 reactions and 888 catalyst types from USPTO. Task: Predict which catalyst facilitates the given reaction. (1) Reactant: [F:1][C:2]([F:21])([F:20])[CH2:3][O:4][CH2:5][C:6]1[CH:7]=[CH:8][C:9]2[N:10]([C:12]([C:15]([O:17]CC)=[O:16])=[CH:13][N:14]=2)[CH:11]=1.[Li+].[OH-]. Product: [F:21][C:2]([F:1])([F:20])[CH2:3][O:4][CH2:5][C:6]1[CH:7]=[CH:8][C:9]2[N:10]([C:12]([C:15]([OH:17])=[O:16])=[CH:13][N:14]=2)[CH:11]=1. The catalyst class is: 87. (2) Reactant: [CH3:1][Si:2]([CH3:18])([CH3:17])[C:3]1[CH:4]=[C:5]([C:9]2[N:14]=[C:13]([CH:15]=O)[CH:12]=[CH:11][CH:10]=2)[CH:6]=[CH:7][CH:8]=1.[NH2:19][C:20]([CH3:24])([CH3:23])[CH2:21][OH:22].C(O)(=O)C.C([BH3-])#N. Product: [CH3:23][C:20]([NH:19][CH2:15][C:13]1[CH:12]=[CH:11][CH:10]=[C:9]([C:5]2[CH:6]=[CH:7][CH:8]=[C:3]([Si:2]([CH3:18])([CH3:17])[CH3:1])[CH:4]=2)[N:14]=1)([CH3:24])[CH2:21][OH:22]. The catalyst class is: 5. (3) Reactant: [OH-].[Na+].[CH2:3]([O:5][CH2:6][CH:7]1[O:11][N:10]=[C:9]([C:12]([O:14]CC)=[O:13])[CH2:8]1)[CH3:4].Cl. Product: [CH2:3]([O:5][CH2:6][CH:7]1[O:11][N:10]=[C:9]([C:12]([OH:14])=[O:13])[CH2:8]1)[CH3:4]. The catalyst class is: 8. (4) Reactant: [OH:1][C:2]1[CH:3]=[C:4]2[C:9](=[CH:10][CH:11]=1)[CH:8]=[C:7]([C:12]([OH:14])=O)[CH:6]=[CH:5]2.F[B-](F)(F)F.[N:20]1(OC(N(C)C)=[N+](C)C)[C:24]2C=[CH:26][CH:27]=[CH:28][C:23]=2N=N1.C(N(C(C)C)C(C)C)C.N1CCCCC1. Product: [OH:1][C:2]1[CH:3]=[C:4]2[C:9](=[CH:10][CH:11]=1)[CH:8]=[C:7]([C:12]([N:20]1[CH2:26][CH2:27][CH2:28][CH2:23][CH2:24]1)=[O:14])[CH:6]=[CH:5]2. The catalyst class is: 3. (5) Reactant: [C:1]([O:5][C:6]([N:8]1[CH2:13][CH2:12][N:11]2[C:14]([CH:19]3[CH2:21][CH2:20]3)=[CH:15][C:16]([C:17]#[N:18])=[C:10]2[CH2:9]1)=[O:7])([CH3:4])([CH3:3])[CH3:2].C(O[C:27]([N:29]1CCN2C(C3CC3)=C(C#N)C=C2C1)=O)(C)(C)C.ClS(N=C=O)(=O)=O.CN(C)C=O. Product: [C:1]([O:5][C:6]([N:8]1[CH2:13][CH2:12][N:11]2[C:14]([CH:19]3[CH2:20][CH2:21]3)=[C:15]([C:27]#[N:29])[C:16]([C:17]#[N:18])=[C:10]2[CH2:9]1)=[O:7])([CH3:4])([CH3:2])[CH3:3]. The catalyst class is: 556. (6) Reactant: [H-].[Na+].[C:3]([O:12][CH2:13][CH:14]=[CH2:15])(=[O:11])[CH2:4][C:5]([O:7][CH2:8][CH:9]=[CH2:10])=[O:6].Br[CH2:17][CH2:18][C:19]1[CH:28]=[CH:27][C:22]([C:23]([O:25][CH3:26])=[O:24])=[CH:21][CH:20]=1.[Cl-].[NH4+]. Product: [CH3:26][O:25][C:23]([C:22]1[CH:27]=[CH:28][C:19]([CH2:18][CH2:17][CH:4]([C:5]([O:7][CH2:8][CH:9]=[CH2:10])=[O:6])[C:3]([O:12][CH2:13][CH:14]=[CH2:15])=[O:11])=[CH:20][CH:21]=1)=[O:24]. The catalyst class is: 12. (7) Reactant: C([N-]C(C)C)(C)C.[Li+].[C:9]([O:13][C:14]([N:16]1[CH2:21][CH2:20][CH:19]([C:22]([OH:24])=[O:23])[CH2:18][CH2:17]1)=[O:15])([CH3:12])([CH3:11])[CH3:10].[F:25][C:26]1[CH:33]=[CH:32][CH:31]=[CH:30][C:27]=1[CH2:28]Br. Product: [C:9]([O:13][C:14]([N:16]1[CH2:21][CH2:20][C:19]([CH2:28][C:27]2[CH:30]=[CH:31][CH:32]=[CH:33][C:26]=2[F:25])([C:22]([OH:24])=[O:23])[CH2:18][CH2:17]1)=[O:15])([CH3:12])([CH3:10])[CH3:11]. The catalyst class is: 7.